From a dataset of Forward reaction prediction with 1.9M reactions from USPTO patents (1976-2016). Predict the product of the given reaction. (1) Given the reactants [C:1]([O:5][C:6](=[O:21])[NH:7][C:8]1([C:14]2[CH:19]=[CH:18][C:17](Br)=[CH:16][CH:15]=2)[CH2:11][C:10]([OH:13])([CH3:12])[CH2:9]1)([CH3:4])([CH3:3])[CH3:2].O.[CH3:23][N:24](C=O)C, predict the reaction product. The product is: [C:1]([O:5][C:6](=[O:21])[NH:7][C:8]1([C:14]2[CH:19]=[CH:18][C:17]([C:23]#[N:24])=[CH:16][CH:15]=2)[CH2:11][C:10]([OH:13])([CH3:12])[CH2:9]1)([CH3:4])([CH3:3])[CH3:2]. (2) The product is: [CH3:21][N:22]([CH3:23])[CH2:24][CH2:25][O:17][C:16](=[O:18])[C:15]1[CH:14]=[CH:13][C:12]([O:11][C:9]2[CH:8]=[CH:7][C:6]3[B:2]([OH:1])[O:3][CH2:4][C:5]=3[CH:10]=2)=[CH:20][CH:19]=1. Given the reactants [OH:1][B:2]1[C:6]2[CH:7]=[CH:8][C:9]([O:11][C:12]3[CH:20]=[CH:19][C:15]([C:16]([OH:18])=[O:17])=[CH:14][CH:13]=3)=[CH:10][C:5]=2[CH2:4][O:3]1.[CH3:21][N:22]([CH2:24][CH2:25]O)[CH3:23].CCN=C=NCCCN(C)C, predict the reaction product. (3) Given the reactants Cl.[Cl:2][C:3]1[CH:8]=[C:7]([Cl:9])[CH:6]=[CH:5][C:4]=1[C:10]1[NH:15][C:14](=[O:16])[N:13]2[N:17]=[C:18]([CH:20]3[CH2:25][CH2:24][NH:23][CH2:22][CH2:21]3)[N:19]=[C:12]2[CH:11]=1.Br[CH2:27][CH:28]1[CH2:30][CH2:29]1.C(=O)([O-])[O-].[K+].[K+], predict the reaction product. The product is: [ClH:2].[CH:28]1([CH2:27][N:23]2[CH2:24][CH2:25][CH:20]([C:18]3[N:19]=[C:12]4[N:13]([C:14](=[O:16])[NH:15][C:10]([C:4]5[CH:5]=[CH:6][C:7]([Cl:9])=[CH:8][C:3]=5[Cl:2])=[CH:11]4)[N:17]=3)[CH2:21][CH2:22]2)[CH2:30][CH2:29]1. (4) Given the reactants [CH2:1]([C:3]1[CH:8]=[C:7]([C:9]([F:18])([C:14]([F:17])([F:16])[F:15])[C:10]([F:13])([F:12])[F:11])[CH:6]=[C:5]([CH3:19])[C:4]=1[NH:20][C:21]([C:23]1[CH:24]=[C:25]2[C:29](=[CH:30][CH:31]=1)[CH:28]([NH:32]C(=O)OC(C)(C)C)[CH2:27][CH2:26]2)=[O:22])[CH3:2].FC(F)(F)C(O)=O, predict the reaction product. The product is: [NH2:32][CH:28]1[C:29]2[C:25](=[CH:24][C:23]([C:21]([NH:20][C:4]3[C:5]([CH3:19])=[CH:6][C:7]([C:9]([F:18])([C:10]([F:11])([F:12])[F:13])[C:14]([F:15])([F:16])[F:17])=[CH:8][C:3]=3[CH2:1][CH3:2])=[O:22])=[CH:31][CH:30]=2)[CH2:26][CH2:27]1. (5) Given the reactants [CH:1]([O:14][C:15]([C:17]1([O:20]/[N:21]=[C:22](/[C:26]2[N:27]=[C:28]([NH:31][C:32]([O:34][C:35]([CH3:38])([CH3:37])[CH3:36])=[O:33])[S:29][CH:30]=2)\[C:23](O)=[O:24])[CH2:19][CH2:18]1)=[O:16])([C:8]1[CH:13]=[CH:12][CH:11]=[CH:10][CH:9]=1)[C:2]1[CH:7]=[CH:6][CH:5]=[CH:4][CH:3]=1.CCN(C(C)C)C(C)C.CN(C(ON1N=NC2C=CC=NC1=2)=[N+](C)C)C.F[P-](F)(F)(F)(F)F.[NH2:72][C@@H:73]1[C:76](=[O:77])[NH:75][C@@H:74]1[CH2:78][N:79]1[CH:83]=[C:82]([CH2:84][NH:85][C:86](=[O:92])[O:87][C:88]([CH3:91])([CH3:90])[CH3:89])[N:81]=[N:80]1, predict the reaction product. The product is: [C:88]([O:87][C:86]([NH:85][CH2:84][C:82]1[N:81]=[N:80][N:79]([CH2:78][C@@H:74]2[C@H:73]([NH:72][C:23](=[O:24])/[C:22](=[N:21]\[O:20][C:17]3([C:15]([O:14][CH:1]([C:2]4[CH:3]=[CH:4][CH:5]=[CH:6][CH:7]=4)[C:8]4[CH:9]=[CH:10][CH:11]=[CH:12][CH:13]=4)=[O:16])[CH2:19][CH2:18]3)/[C:26]3[N:27]=[C:28]([NH:31][C:32]([O:34][C:35]([CH3:38])([CH3:36])[CH3:37])=[O:33])[S:29][CH:30]=3)[C:76](=[O:77])[NH:75]2)[CH:83]=1)=[O:92])([CH3:91])([CH3:89])[CH3:90]. (6) Given the reactants [CH:1]([C:4]1[CH:5]=[C:6]([OH:10])[CH:7]=[CH:8][CH:9]=1)([CH3:3])[CH3:2].[OH:11][C:12]1(O)[C:20](=[O:21])[C:19]2[C:14](=[CH:15][CH:16]=[CH:17][C:18]=2[OH:22])[C:13]1=[O:23], predict the reaction product. The product is: [OH:22][C:18]1[CH:17]=[CH:16][CH:15]=[C:14]2[C:19]=1[C:20](=[O:21])[C:12]1([OH:11])[C:7]3[CH:8]=[CH:9][C:4]([CH:1]([CH3:3])[CH3:2])=[CH:5][C:6]=3[O:10][C:13]12[OH:23].